From a dataset of Full USPTO retrosynthesis dataset with 1.9M reactions from patents (1976-2016). Predict the reactants needed to synthesize the given product. (1) Given the product [C:22]([O:26][NH:27][C:14]([C:12]1[N:11]=[CH:10][C:9]2[N:5]([CH2:4][C:3]3[CH:17]=[CH:18][CH:19]=[C:20]([F:21])[C:2]=3[F:1])[CH:6]=[N:7][C:8]=2[CH:13]=1)=[O:16])([CH3:25])([CH3:24])[CH3:23], predict the reactants needed to synthesize it. The reactants are: [F:1][C:2]1[C:20]([F:21])=[CH:19][CH:18]=[CH:17][C:3]=1[CH2:4][N:5]1[C:9]2[CH:10]=[N:11][C:12]([C:14]([OH:16])=O)=[CH:13][C:8]=2[N:7]=[CH:6]1.[C:22]([O:26][NH2:27])([CH3:25])([CH3:24])[CH3:23]. (2) Given the product [C:1]([NH:5][C:6]1[C:15]2[CH:14]=[CH:13][CH:12]=[C:11]([C:16]([NH:18][C:19]3[CH:24]=[C:23]([C:25](=[O:37])[NH:26][C:27]4[CH:28]=[CH:29][CH:30]=[CH:31][CH:32]=4)[CH:22]=[CH:21][C:20]=3[CH3:38])=[O:17])[C:10]=2[CH:9]=[CH:8][N:7]=1)([CH3:4])([CH3:3])[CH3:2], predict the reactants needed to synthesize it. The reactants are: [C:1]([NH:5][C:6]1[C:15]2[CH:14]=[CH:13][CH:12]=[C:11]([C:16]([NH:18][C:19]3[CH:24]=[C:23]([C:25](=[O:37])[NH:26][C:27]4[CH:32]=[CH:31][CH:30]=[C:29](C(F)(F)F)[CH:28]=4)[CH:22]=[CH:21][C:20]=3[CH3:38])=[O:17])[C:10]=2[CH:9]=[CH:8][N:7]=1)([CH3:4])([CH3:3])[CH3:2].NC1C=CC=CC=1. (3) Given the product [CH:25]12[N:24]([C:12]3[N:11]=[C:10]([C:7]4[CH:8]=[CH:9][C:4]([NH2:1])=[CH:5][CH:6]=4)[N:15]=[C:14]4[N:16]([CH2:19][C:20]([F:21])([F:23])[F:22])[N:17]=[CH:18][C:13]=34)[CH:29]([CH2:30][CH2:31]1)[CH2:28][O:27][CH2:26]2, predict the reactants needed to synthesize it. The reactants are: [N+:1]([C:4]1[CH:9]=[CH:8][C:7]([C:10]2[N:15]=[C:14]3[N:16]([CH2:19][C:20]([F:23])([F:22])[F:21])[N:17]=[CH:18][C:13]3=[C:12]([N:24]3[CH:29]4[CH2:30][CH2:31][CH:25]3[CH2:26][O:27][CH2:28]4)[N:11]=2)=[CH:6][CH:5]=1)([O-])=O.